Dataset: Catalyst prediction with 721,799 reactions and 888 catalyst types from USPTO. Task: Predict which catalyst facilitates the given reaction. (1) Reactant: C1(S([N:10]2[C:14]3=[N:15][CH:16]=[CH:17][CH:18]=[C:13]3[CH:12]=[C:11]2[C:19]([C:24]2[CH:25]=[C:26]([CH3:30])[CH:27]=[CH:28][CH:29]=2)=[CH:20][CH:21]([CH3:23])[CH3:22])(=O)=O)C=CC=CC=1.[OH-].[Na+]. The catalyst class is: 199. Product: [CH3:22][CH:21]([CH3:23])[CH:20]=[C:19]([C:11]1[NH:10][C:14]2=[N:15][CH:16]=[CH:17][CH:18]=[C:13]2[CH:12]=1)[C:24]1[CH:25]=[C:26]([CH3:30])[CH:27]=[CH:28][CH:29]=1. (2) Reactant: [Br:1][C:2]([Br:29])=[CH:3][C:4]1[CH:9]=[CH:8][C:7]([N:10]2[CH2:14][C@H:13]([CH2:15][N:16]3C(=O)C4[C:18](=CC=CC=4)[C:17]3=[O:26])[O:12][C:11]2=[O:27])=[CH:6][C:5]=1[F:28].O.NN. Product: [Br:29][C:2]([Br:1])=[CH:3][C:4]1[CH:9]=[CH:8][C:7]([N:10]2[CH2:14][C@H:13]([CH2:15][NH:16][C:17](=[O:26])[CH3:18])[O:12][C:11]2=[O:27])=[CH:6][C:5]=1[F:28]. The catalyst class is: 219.